Task: Predict the reaction yield, written as a fraction of the theoretical maximum amount of product (1.0 means a 100% yield; for example, 0.34 means a 34% yield).. Dataset: Reaction yield outcomes from USPTO patents with 853,638 reactions (1) The reactants are [NH:1]1[CH:5]=[CH:4][N:3]=[C:2]1/[N:6]=[CH:7]/[C:8]1[CH:13]=[CH:12][CH:11]=[CH:10][CH:9]=1.[CH2:14]([Mg]Br)[CH3:15]. The catalyst is C1(C)C=CC=CC=1.[O-]S(C(F)(F)F)(=O)=O.[Sc+3].[O-]S(C(F)(F)F)(=O)=O.[O-]S(C(F)(F)F)(=O)=O. The product is [NH:1]1[CH:5]=[CH:4][N:3]=[C:2]1[NH:6][CH:7]([C:8]1[CH:9]=[CH:10][CH:11]=[CH:12][CH:13]=1)[CH2:14][CH3:15]. The yield is 0.290. (2) The reactants are [CH3:1]OC(OC)N(C)C.[F:9][C:10]1[CH:15]=[C:14]([N+:16]([O-])=O)[C:13]([CH3:19])=[CH:12][C:11]=1[N:20]1[C:28](=[O:29])[C:27]2[C:22](=[CH:23][CH:24]=[CH:25][CH:26]=2)[C:21]1=[O:30].C(OCC)(=O)C. The catalyst is CN(C=O)C.[Pd]. The product is [F:9][C:10]1[CH:15]=[C:14]2[C:13]([CH:19]=[CH:1][NH:16]2)=[CH:12][C:11]=1[N:20]1[C:28](=[O:29])[C:27]2[C:22](=[CH:23][CH:24]=[CH:25][CH:26]=2)[C:21]1=[O:30]. The yield is 0.0900. (3) The reactants are [CH:1]1([N:6]2[C:15]3[N:14]=[C:13]([C:16]4[CH:21]=[CH:20][N:19]=[C:18]([OH:22])[CH:17]=4)[N:12]=[CH:11][C:10]=3[N:9]([CH3:23])[C:8](=[O:24])[C@H:7]2[CH2:25][CH3:26])[CH2:5][CH2:4][CH2:3][CH2:2]1.[CH2:27]1CCN2C(=NCCC2)CC1.P(OC)(OC)(OC)=O. The catalyst is O1CCOCC1. The product is [CH:1]1([N:6]2[C:15]3[N:14]=[C:13]([C:16]4[CH:21]=[CH:20][N:19]([CH3:27])[C:18](=[O:22])[CH:17]=4)[N:12]=[CH:11][C:10]=3[N:9]([CH3:23])[C:8](=[O:24])[C@H:7]2[CH2:25][CH3:26])[CH2:2][CH2:3][CH2:4][CH2:5]1. The yield is 0.500.